From a dataset of Reaction yield outcomes from USPTO patents with 853,638 reactions. Predict the reaction yield, written as a fraction of the theoretical maximum amount of product (1.0 means a 100% yield; for example, 0.34 means a 34% yield). (1) The product is [O:29]=[C:20]1[C:21]2[C:26](=[CH:25][CH:24]=[CH:23][CH:22]=2)[C:27](=[O:28])[N:19]1[CH2:18][C@@H:17]([NH:16][C:7]([C:5]1[S:6][C:2]([CH3:1])=[C:3]([C:10]2[N:14]([CH3:15])[N:13]=[CH:12][CH:11]=2)[CH:4]=1)=[O:9])[CH2:30][C:31]1[CH:36]=[CH:35][CH:34]=[C:33]([F:37])[CH:32]=1. The reactants are [CH3:1][C:2]1[S:6][C:5]([C:7]([OH:9])=O)=[CH:4][C:3]=1[C:10]1[N:14]([CH3:15])[N:13]=[CH:12][CH:11]=1.[NH2:16][C@@H:17]([CH2:30][C:31]1[CH:36]=[CH:35][CH:34]=[C:33]([F:37])[CH:32]=1)[CH2:18][N:19]1[C:27](=[O:28])[C:26]2[C:21](=[CH:22][CH:23]=[CH:24][CH:25]=2)[C:20]1=[O:29].CC(OC(N[C@H](C(O)=O)CC1C=CC=CC=1C(F)(F)F)=O)(C)C.C1CN([P+](Br)(N2CCCC2)N2CCCC2)CC1.F[P-](F)(F)(F)(F)F.CCN(C(C)C)C(C)C. The yield is 0.500. The catalyst is C(Cl)(Cl)Cl. (2) The reactants are [C:1]([O:5][C:6]([NH:8][CH2:9][C:10]([OH:12])=O)=[O:7])([CH3:4])([CH3:3])[CH3:2].C1CCC(N=C=NC2CCCCC2)CC1.Cl.[CH2:29]([O:36][C:37]1[CH:43]=[CH:42][C:40]([NH2:41])=[CH:39][CH:38]=1)[C:30]1[CH:35]=[CH:34][CH:33]=[CH:32][CH:31]=1. The catalyst is C1COCC1.CN(C1C=CN=CC=1)C. The product is [CH2:29]([O:36][C:37]1[CH:38]=[CH:39][C:40]([NH:41][C:10](=[O:12])[CH2:9][NH:8][C:6](=[O:7])[O:5][C:1]([CH3:2])([CH3:3])[CH3:4])=[CH:42][CH:43]=1)[C:30]1[CH:31]=[CH:32][CH:33]=[CH:34][CH:35]=1. The yield is 0.590. (3) The reactants are [C:1]([O:5][C:6]([N:8]1[CH2:13][CH2:12][C:11](O)([C:14]2[CH:23]=[CH:22][C:21]3[C:16](=[CH:17][CH:18]=[CH:19][CH:20]=3)[N:15]=2)[CH2:10][CH2:9]1)=[O:7])([CH3:4])([CH3:3])[CH3:2].[OH-].COC(NS([N+](CC)(CC)CC)(=O)=O)=O. The catalyst is C1C=CC=CC=1.O. The product is [C:1]([O:5][C:6]([N:8]1[CH2:9][CH:10]=[C:11]([C:14]2[CH:23]=[CH:22][C:21]3[C:16](=[CH:17][CH:18]=[CH:19][CH:20]=3)[N:15]=2)[CH2:12][CH2:13]1)=[O:7])([CH3:4])([CH3:2])[CH3:3]. The yield is 0.550. (4) The reactants are [CH3:1][CH:2]([CH3:57])[C@H:3]([NH:52][C:53](=[O:56])[O:54][CH3:55])[C:4]([N:6]1[CH2:10][CH2:9][CH2:8][C@H:7]1[C:11]1[NH:12][CH:13]=[C:14]([C:16]2[CH:21]=[CH:20][C:19]([C:22]3[CH:27]=[CH:26][C:25]([C:28]4[N:29]=[C:30]([CH:33]5[CH2:40][C:36]6([CH2:39][NH:38][CH2:37]6)[CH2:35][N:34]5[C:41](=[O:51])[C@@H:42]([NH:46][C:47]([O:49][CH3:50])=[O:48])[CH:43]([CH3:45])[CH3:44])[NH:31][CH:32]=4)=[CH:24][CH:23]=3)=[CH:18][CH:17]=2)[N:15]=1)=[O:5].C(N(CC)CC)C.[CH3:65][S:66](Cl)(=[O:68])=[O:67].C(=O)([O-])[O-].[K+].[K+]. The catalyst is C(Cl)Cl. The product is [CH3:1][CH:2]([CH3:57])[C@H:3]([NH:52][C:53](=[O:56])[O:54][CH3:55])[C:4]([N:6]1[CH2:10][CH2:9][CH2:8][C@H:7]1[C:11]1[NH:12][CH:13]=[C:14]([C:16]2[CH:21]=[CH:20][C:19]([C:22]3[CH:23]=[CH:24][C:25]([C:28]4[N:29]=[C:30]([CH:33]5[CH2:40][C:36]6([CH2:37][N:38]([S:66]([CH3:65])(=[O:68])=[O:67])[CH2:39]6)[CH2:35][N:34]5[C:41](=[O:51])[C@@H:42]([NH:46][C:47]([O:49][CH3:50])=[O:48])[CH:43]([CH3:44])[CH3:45])[NH:31][CH:32]=4)=[CH:26][CH:27]=3)=[CH:18][CH:17]=2)[N:15]=1)=[O:5]. The yield is 0.860. (5) The reactants are Br[C:2]1[C:3]2[C:4]3[CH:17]=[CH:16][S:15][C:5]=3[C:6](=[O:14])[NH:7][C:8]=2[CH:9]=[CH:10][C:11]=1[O:12][CH3:13].[Cl:18][C:19]1[CH:24]=[C:23](B2OC(C)(C)C(C)(C)O2)[CH:22]=[CH:21][C:20]=1[CH:34]([CH3:44])[CH2:35][NH:36][C:37](=[O:43])[O:38][C:39]([CH3:42])([CH3:41])[CH3:40]. No catalyst specified. The product is [Cl:18][C:19]1[CH:24]=[C:23]([C:2]2[C:3]3[C:4]4[CH:17]=[CH:16][S:15][C:5]=4[C:6](=[O:14])[NH:7][C:8]=3[CH:9]=[CH:10][C:11]=2[O:12][CH3:13])[CH:22]=[CH:21][C:20]=1[CH:34]([CH3:44])[CH2:35][NH:36][C:37](=[O:43])[O:38][C:39]([CH3:41])([CH3:40])[CH3:42]. The yield is 0.560.